From a dataset of Full USPTO retrosynthesis dataset with 1.9M reactions from patents (1976-2016). Predict the reactants needed to synthesize the given product. (1) Given the product [I-:11].[CH2:1]([N+:3]1([CH3:10])[CH2:8][CH2:7][C:6](=[O:9])[CH2:5][CH2:4]1)[CH3:2], predict the reactants needed to synthesize it. The reactants are: [CH2:1]([N:3]1[CH2:8][CH2:7][C:6](=[O:9])[CH2:5][CH2:4]1)[CH3:2].[CH3:10][I:11]. (2) Given the product [CH3:1][S:2]([OH:5])(=[O:4])=[O:3].[Cl:40][C:37]1[CH:36]=[CH:35][C:34]([NH:33][C:31]([C:27]2[N:28]=[CH:29][NH:30][C:26]=2[C:24]([NH:23][C:20]2[CH:19]=[CH:18][C:17]([N:16]3[CH2:15][CH2:14][O:13][C:41]3=[NH:42])=[CH:22][CH:21]=2)=[O:25])=[O:32])=[CH:39][CH:38]=1, predict the reactants needed to synthesize it. The reactants are: [CH3:1][S:2]([OH:5])(=[O:4])=[O:3].[Si]([O:13][CH2:14][CH2:15][N:16]([C:41]#[N:42])[C:17]1[CH:22]=[CH:21][C:20]([NH:23][C:24]([C:26]2[NH:30][CH:29]=[N:28][C:27]=2[C:31]([NH:33][C:34]2[CH:39]=[CH:38][C:37]([Cl:40])=[CH:36][CH:35]=2)=[O:32])=[O:25])=[CH:19][CH:18]=1)(C(C)(C)C)(C)C.